From a dataset of Forward reaction prediction with 1.9M reactions from USPTO patents (1976-2016). Predict the product of the given reaction. (1) Given the reactants [OH:1][C@H:2]1[C:10]2[C:5](=[CH:6][CH:7]=[CH:8][CH:9]=2)[CH2:4][C@:3]1([CH2:20][C:21]1[CH:31]=[CH:30][C:24]([C:25](OCC)=[O:26])=[CH:23][CH:22]=1)[C:11]1[CH2:12][C:13]2[C:18]([CH:19]=1)=[CH:17][CH:16]=[CH:15][CH:14]=2.[NH2:32][C:33]1[CH:34]=[CH:35][C:36]([OH:42])=[C:37]([CH:41]=1)[C:38]([OH:40])=[O:39].C[Al](C)C, predict the reaction product. The product is: [OH:42][C:36]1[CH:35]=[CH:34][C:33]([NH:32][C:25](=[O:26])[C:24]2[CH:23]=[CH:22][C:21]([CH2:20][C@:3]3([C:11]4[CH2:12][C:13]5[C:18]([CH:19]=4)=[CH:17][CH:16]=[CH:15][CH:14]=5)[CH2:4][C:5]4[C:10](=[CH:9][CH:8]=[CH:7][CH:6]=4)[C@@H:2]3[OH:1])=[CH:31][CH:30]=2)=[CH:41][C:37]=1[C:38]([OH:40])=[O:39]. (2) The product is: [C:1]([O:5][C@@H:6]([C:12]1[C:37]([CH3:38])=[CH:36][C:15]2[N:16]=[C:17]([N:19]3[CH2:24][CH2:23][NH:22][CH:21]([C:25]4[CH:26]=[C:27]5[C:31](=[CH:32][CH:33]=4)[N:30]([CH3:34])[N:29]=[CH:28]5)[C:20]3=[O:35])[S:18][C:14]=2[C:13]=1[C:39]1[CH:44]=[CH:43][C:42]([Cl:45])=[CH:41][CH:40]=1)[C:7]([O:9][CH2:10][CH3:11])=[O:8])([CH3:2])([CH3:3])[CH3:4]. Given the reactants [C:1]([O:5][C@@H:6]([C:12]1[C:37]([CH3:38])=[CH:36][C:15]2[N:16]=[C:17]([N:19]3[CH2:24][CH2:23][N:22]=[C:21]([C:25]4[CH:26]=[C:27]5[C:31](=[CH:32][CH:33]=4)[N:30]([CH3:34])[N:29]=[CH:28]5)[C:20]3=[O:35])[S:18][C:14]=2[C:13]=1[C:39]1[CH:44]=[CH:43][C:42]([Cl:45])=[CH:41][CH:40]=1)[C:7]([O:9][CH2:10][CH3:11])=[O:8])([CH3:4])([CH3:3])[CH3:2].C(O)(=O)C.C([BH3-])#N.[Na+].[OH-].[Na+], predict the reaction product. (3) Given the reactants [Br-].C1([P+](C2C=CC=CC=2)(C2C=CC=CC=2)[CH2:9][CH2:10][CH2:11][O:12][CH2:13][C:14]2[CH:19]=[CH:18][CH:17]=[CH:16][CH:15]=2)C=CC=CC=1.C([Li])CCC.CCCCCC.[CH3:43][C:44]1([CH3:52])[CH2:49][CH:48]([CH:50]=O)[CH2:47][CH2:46][O:45]1, predict the reaction product. The product is: [CH3:43][C:44]1([CH3:52])[CH2:49][CH:48](/[CH:50]=[CH:9]/[CH2:10][CH2:11][O:12][CH2:13][C:14]2[CH:15]=[CH:16][CH:17]=[CH:18][CH:19]=2)[CH2:47][CH2:46][O:45]1.